From a dataset of Forward reaction prediction with 1.9M reactions from USPTO patents (1976-2016). Predict the product of the given reaction. Given the reactants [CH3:1]C(C)([O-])C.[K+].[CH3:7][N:8]([CH3:30])[CH2:9][CH2:10][C:11]1[S:15][C:14]2[CH:16]=[CH:17][CH:18]=[CH:19][C:13]=2[C:12]=1[C:20]([C:22]1[CH:27]=[CH:26][CH:25]=[C:24]([O:28][CH3:29])[N:23]=1)=O, predict the reaction product. The product is: [CH3:29][O:28][C:24]1[N:23]=[C:22]([C:20]([C:12]2[C:13]3[CH:19]=[CH:18][CH:17]=[CH:16][C:14]=3[S:15][C:11]=2[CH2:10][CH2:9][N:8]([CH3:30])[CH3:7])=[CH2:1])[CH:27]=[CH:26][CH:25]=1.